Dataset: Full USPTO retrosynthesis dataset with 1.9M reactions from patents (1976-2016). Task: Predict the reactants needed to synthesize the given product. (1) Given the product [Cl:1][C:2]1[CH:7]=[CH:6][N:5]=[C:4]2[CH:8]=[CH:9][N:10]([C@H:14]([C:16]3[CH:21]=[CH:20][CH:19]=[CH:18][CH:17]=3)[CH2:13][CH2:12][Cl:11])[C:3]=12, predict the reactants needed to synthesize it. The reactants are: [Cl:1][C:2]1[CH:7]=[CH:6][N:5]=[C:4]2[CH:8]=[CH:9][NH:10][C:3]=12.[Cl:11][CH2:12][CH2:13][C@H:14]([C:16]1[CH:21]=[CH:20][CH:19]=[CH:18][CH:17]=1)O. (2) Given the product [Cl:13][C:14]1[C:15]([F:22])=[C:16]([CH:19]=[CH:20][CH:21]=1)/[CH:17]=[C:9]1\[C:10](=[O:12])[NH:11][C:5]2[CH:4]=[C:3]([O:2][CH3:1])[N:8]=[CH:7][C:6]\1=2, predict the reactants needed to synthesize it. The reactants are: [CH3:1][O:2][C:3]1[N:8]=[CH:7][C:6]2[CH2:9][C:10](=[O:12])[NH:11][C:5]=2[CH:4]=1.[Cl:13][C:14]1[C:15]([F:22])=[C:16]([CH:19]=[CH:20][CH:21]=1)[CH:17]=O.N1CCCCC1. (3) The reactants are: [F:1][C:2]([F:13])([F:12])[C:3]1[CH:8]=[CH:7][C:6](B(O)O)=[CH:5][N:4]=1.Br[C:15]1[CH:16]=[C:17]2[C:21](=[CH:22][CH:23]=1)[N:20]([S:24]([C:27]1[CH:34]=[CH:33][C:30]([C:31]#[N:32])=[CH:29][CH:28]=1)(=[O:26])=[O:25])[CH2:19][CH2:18]2.C(=O)([O-])[O-].[Cs+].[Cs+]. Given the product [F:1][C:2]([F:13])([F:12])[C:3]1[N:4]=[CH:5][C:6]([C:15]2[CH:16]=[C:17]3[C:21](=[CH:22][CH:23]=2)[N:20]([S:24]([C:27]2[CH:34]=[CH:33][C:30]([C:31]#[N:32])=[CH:29][CH:28]=2)(=[O:26])=[O:25])[CH2:19][CH2:18]3)=[CH:7][CH:8]=1, predict the reactants needed to synthesize it. (4) Given the product [CH2:10]([O:9][C:7](=[O:17])[NH:8][CH2:6][C@H:4]([OH:5])[CH2:1][CH:2]=[CH2:3])[C:11]1[CH:16]=[CH:15][CH:14]=[CH:13][CH:12]=1, predict the reactants needed to synthesize it. The reactants are: [CH2:1]([CH:4]1[CH2:6][O:5]1)[CH:2]=[CH2:3].[C:7](=[O:17])([O:9][CH2:10][C:11]1[CH:16]=[CH:15][CH:14]=[CH:13][CH:12]=1)[NH2:8].[N+](C1C=CC(C(O)=O)=CC=1)([O-])=O. (5) The reactants are: Cl[C:2]1[CH:7]=[C:6]([C:8]2[CH:13]=[CH:12][C:11]([C:14]([F:17])([F:16])[F:15])=[CH:10][CH:9]=2)[CH:5]=[C:4]([C:18]([F:21])([F:20])[F:19])[N:3]=1.[I:22][C:23]1[N:24]=[CH:25][NH:26][CH:27]=1. Given the product [I:22][C:23]1[N:24]=[CH:25][N:26]([C:2]2[CH:7]=[C:6]([C:8]3[CH:13]=[CH:12][C:11]([C:14]([F:17])([F:16])[F:15])=[CH:10][CH:9]=3)[CH:5]=[C:4]([C:18]([F:21])([F:20])[F:19])[N:3]=2)[CH:27]=1, predict the reactants needed to synthesize it. (6) Given the product [CH:10]1[C:11]2[CH:12]([CH2:14][O:15][C:16]([NH:18][C@@H:19]([CH2:28][S:49][C:43]3[CH:48]=[CH:47][CH:46]=[CH:45][CH:44]=3)[CH2:20][C:21]([O:23][C:24]([CH3:26])([CH3:27])[CH3:25])=[O:22])=[O:17])[C:13]3[C:5](=[CH:4][CH:3]=[CH:2][CH:1]=3)[C:6]=2[CH:7]=[CH:8][CH:9]=1, predict the reactants needed to synthesize it. The reactants are: [CH:1]1[C:13]2[CH:12]([CH2:14][O:15][C:16]([NH:18][C@@H:19]([CH2:28]O)[CH2:20][C:21]([O:23][C:24]([CH3:27])([CH3:26])[CH3:25])=[O:22])=[O:17])[C:11]3[C:6](=[CH:7][CH:8]=[CH:9][CH:10]=3)[C:5]=2[CH:4]=[CH:3][CH:2]=1.C(P(CCCC)CCCC)CCC.[C:43]1([S:49][S:49][C:43]2[CH:48]=[CH:47][CH:46]=[CH:45][CH:44]=2)[CH:48]=[CH:47][CH:46]=[CH:45][CH:44]=1. (7) Given the product [CH:3]1[C:8]([CH2:9][C:10]([OH:12])=[O:11])=[CH:7][CH:6]=[C:5]([N:13]([CH2:14][CH2:15][Cl:16])[CH2:17][CH2:18][Cl:19])[CH:4]=1.[CH2:1]=[O:2], predict the reactants needed to synthesize it. The reactants are: [CH2:1]=[O:2].[CH:3]1[C:8]([CH2:9][C:10]([OH:12])=[O:11])=[CH:7][CH:6]=[C:5]([N:13]([CH2:17][CH2:18][Cl:19])[CH2:14][CH2:15][Cl:16])[CH:4]=1. (8) Given the product [Cl:14][C:5]1[CH:6]=[C:7]([N+:11]([O-:13])=[O:12])[C:8]([CH3:10])=[CH:9][C:4]=1[CH2:16][C:15]([OH:18])=[O:17], predict the reactants needed to synthesize it. The reactants are: C([C:4]1[CH:9]=[C:8]([CH3:10])[C:7]([N+:11]([O-:13])=[O:12])=[CH:6][C:5]=1[Cl:14])C=C.[C:15]([O:18]CC)(=[O:17])[CH3:16].